Dataset: Catalyst prediction with 721,799 reactions and 888 catalyst types from USPTO. Task: Predict which catalyst facilitates the given reaction. (1) Reactant: [F:1][C:2]([F:14])([F:13])[C:3]1[CH:8]=[CH:7][C:6]([CH2:9][C:10]([OH:12])=[O:11])=[CH:5][CH:4]=1.CN1C(=O)N(C)CCC1.C([Li])CCC.Br[CH2:30][CH2:31][CH2:32][Cl:33]. Product: [Cl:33][CH2:32][CH2:31][CH2:30][CH:9]([C:6]1[CH:5]=[CH:4][C:3]([C:2]([F:13])([F:14])[F:1])=[CH:8][CH:7]=1)[C:10]([OH:12])=[O:11]. The catalyst class is: 1. (2) Reactant: [CH:1]1([N:7]2[C:12](=[O:13])[CH2:11][C:10](=[O:14])[N:9]([C:15]([CH3:19])([CH3:18])[CH2:16][CH3:17])[C:8]2=[O:20])[CH2:6][CH2:5][CH2:4][CH2:3][CH2:2]1.C(N(C(C)C)CC)(C)C.[N:30]([CH2:33][C:34]([O:36]CC)=[O:35])=[C:31]=[O:32]. Product: [CH:1]1([N:7]2[C:12]([OH:13])=[C:11]([C:31]([NH:30][CH2:33][C:34]([OH:36])=[O:35])=[O:32])[C:10](=[O:14])[N:9]([C:15]([CH3:19])([CH3:18])[CH2:16][CH3:17])[C:8]2=[O:20])[CH2:2][CH2:3][CH2:4][CH2:5][CH2:6]1. The catalyst class is: 4. (3) Reactant: [F:1][C:2]1[CH:7]=[CH:6][C:5]([N:8]2[CH:12]([C:13]3[CH:18]=[CH:17][CH:16]=[C:15]([N+:19]([O-])=O)[CH:14]=3)[CH2:11][CH2:10][CH:9]2[C:22]2[CH:27]=[CH:26][CH:25]=[C:24]([N+:28]([O-])=O)[CH:23]=2)=[CH:4][CH:3]=1.CCO. Product: [F:1][C:2]1[CH:3]=[CH:4][C:5]([N:8]2[CH:12]([C:13]3[CH:14]=[C:15]([CH:16]=[CH:17][CH:18]=3)[NH2:19])[CH2:11][CH2:10][CH:9]2[C:22]2[CH:23]=[C:24]([CH:25]=[CH:26][CH:27]=2)[NH2:28])=[CH:6][CH:7]=1. The catalyst class is: 123. (4) Reactant: [CH3:1][N:2]1[C:6]([C:7]([NH:9][C:10]2[CH:11]=[C:12]([CH:29]=[CH:30][C:31]=2[F:32])[O:13][C:14]2[CH:15]=[CH:16][C:17]([NH:20][C:21]([NH:23]C(=O)OCC)=S)=[N:18][CH:19]=2)=[O:8])=[CH:5][C:4]([CH3:33])=[N:3]1.[Cl-].O[NH3+].C([N:40](CC)C(C)C)(C)C.C(O)C. Product: [NH2:23][C:21]1[N:20]=[C:17]2[CH:16]=[CH:15][C:14]([O:13][C:12]3[CH:29]=[CH:30][C:31]([F:32])=[C:10]([NH:9][C:7]([C:6]4[N:2]([CH3:1])[N:3]=[C:4]([CH3:33])[CH:5]=4)=[O:8])[CH:11]=3)=[CH:19][N:18]2[N:40]=1. The catalyst class is: 72.